Dataset: TCR-epitope binding with 47,182 pairs between 192 epitopes and 23,139 TCRs. Task: Binary Classification. Given a T-cell receptor sequence (or CDR3 region) and an epitope sequence, predict whether binding occurs between them. (1) The epitope is ALLADKFPV. The TCR CDR3 sequence is CASSLSPSSYNEQFF. Result: 0 (the TCR does not bind to the epitope). (2) The epitope is FIAGLIAIV. The TCR CDR3 sequence is CASSGEKLFF. Result: 1 (the TCR binds to the epitope).